From a dataset of Reaction yield outcomes from USPTO patents with 853,638 reactions. Predict the reaction yield, written as a fraction of the theoretical maximum amount of product (1.0 means a 100% yield; for example, 0.34 means a 34% yield). (1) The yield is 0.890. The reactants are [F:1][C:2]1[CH:7]=[C:6]([F:8])[CH:5]=[CH:4][C:3]=1[CH:9]=[CH:10][C:11]([NH:13][C@H:14]([C:25]([O:27]C)=[O:26])[CH2:15][C:16]1[C:24]2[C:19](=[CH:20][CH:21]=[CH:22][CH:23]=2)[NH:18][CH:17]=1)=[O:12].[OH-].[Na+:30]. The catalyst is CO. The product is [F:1][C:2]1[CH:7]=[C:6]([F:8])[CH:5]=[CH:4][C:3]=1[CH:9]=[CH:10][C:11]([NH:13][C@H:14]([C:25]([O-:27])=[O:26])[CH2:15][C:16]1[C:24]2[C:19](=[CH:20][CH:21]=[CH:22][CH:23]=2)[NH:18][CH:17]=1)=[O:12].[Na+:30]. (2) The reactants are [NH2:1][CH:2]1[CH2:7][CH2:6][N:5]([CH2:8][CH:9]=[CH:10][C:11]2[CH:16]=[CH:15][CH:14]=[CH:13][CH:12]=2)[CH2:4][CH2:3]1.C(N(CC)CC)C.[Br:24][C:25]1[CH:26]=[C:27]2[C:32](=[CH:33][CH:34]=1)[O:31][C:30](=[O:35])[CH:29]=[C:28]2OS(C(F)(F)F)(=O)=O. The catalyst is C(#N)C. The product is [Br:24][C:25]1[CH:26]=[C:27]2[C:32](=[CH:33][CH:34]=1)[O:31][C:30](=[O:35])[CH:29]=[C:28]2[NH:1][CH:2]1[CH2:7][CH2:6][N:5]([CH2:8][CH:9]=[CH:10][C:11]2[CH:12]=[CH:13][CH:14]=[CH:15][CH:16]=2)[CH2:4][CH2:3]1. The yield is 0.340. (3) The reactants are COC1C=C(OC)C=CC=1C[N:6]1[CH2:14][C:13]2[C:12]([F:15])=[C:11]([NH:16][C@@H:17]3[CH2:22][CH2:21][CH2:20][CH2:19][C@@H:18]3[NH:23]C(=O)OC(C)(C)C)[N:10]=[C:9]([C:31]3[CH:32]=[N:33][N:34]4[CH:39]=[CH:38][CH:37]=[CH:36][C:35]=34)[C:8]=2[C:7]1=[O:40].C(O)(C(F)(F)F)=O. No catalyst specified. The product is [NH2:23][C@H:18]1[CH2:19][CH2:20][CH2:21][CH2:22][C@H:17]1[NH:16][C:11]1[N:10]=[C:9]([C:31]2[CH:32]=[N:33][N:34]3[CH:39]=[CH:38][CH:37]=[CH:36][C:35]=23)[C:8]2[C:7](=[O:40])[NH:6][CH2:14][C:13]=2[C:12]=1[F:15]. The yield is 0.478. (4) The reactants are [CH2:1]([O:3][C:4](=[O:16])[C:5]([O:8][C:9]1[CH:14]=[CH:13][C:12]([OH:15])=[CH:11][CH:10]=1)([CH3:7])[CH3:6])[CH3:2].[C:17]1([C:23]2[C:27]3[CH:28]=[CH:29][C:30]([O:32][CH:33]([CH2:41][CH2:42][CH3:43])[CH2:34][CH2:35]OS(C)(=O)=O)=[CH:31][C:26]=3[O:25][CH:24]=2)[CH:22]=[CH:21][CH:20]=[CH:19][CH:18]=1.C([O-])([O-])=O.[Cs+].[Cs+]. The catalyst is CN(C=O)C. The product is [CH2:1]([O:3][C:4](=[O:16])[C:5]([CH3:7])([O:8][C:9]1[CH:10]=[CH:11][C:12]([O:15][CH2:35][CH2:34][CH:33]([O:32][C:30]2[CH:29]=[CH:28][C:27]3[C:23]([C:17]4[CH:18]=[CH:19][CH:20]=[CH:21][CH:22]=4)=[CH:24][O:25][C:26]=3[CH:31]=2)[CH2:41][CH2:42][CH3:43])=[CH:13][CH:14]=1)[CH3:6])[CH3:2]. The yield is 0.500. (5) The reactants are [CH3:1][C@H:2]([CH2:6][CH:7]=[CH2:8])[C:3]([OH:5])=O.[NH:9]1[CH2:13][CH2:12][CH2:11][C@H:10]1[CH2:14][OH:15].CC(=O)OCC. The catalyst is C(Cl)Cl. The product is [OH:15][CH2:14][C@@H:10]1[CH2:11][CH2:12][CH2:13][N:9]1[C:3](=[O:5])[C@H:2]([CH3:1])[CH2:6][CH:7]=[CH2:8]. The yield is 0.680.